Dataset: Full USPTO retrosynthesis dataset with 1.9M reactions from patents (1976-2016). Task: Predict the reactants needed to synthesize the given product. The reactants are: [N:1]1[CH:6]=[CH:5][C:4]([O:7][C@H:8]2[CH2:13][CH2:12][C@H:11]([C:14]([O:16][CH2:17][CH3:18])=[O:15])[CH2:10][CH2:9]2)=[CH:3][CH:2]=1.S(O)(C1C=CC(C)=CC=1)(=O)=O. Given the product [NH:1]1[CH2:2][CH2:3][CH:4]([O:7][C@H:8]2[CH2:13][CH2:12][C@H:11]([C:14]([O:16][CH2:17][CH3:18])=[O:15])[CH2:10][CH2:9]2)[CH2:5][CH2:6]1, predict the reactants needed to synthesize it.